This data is from Forward reaction prediction with 1.9M reactions from USPTO patents (1976-2016). The task is: Predict the product of the given reaction. (1) Given the reactants [Cl:1][C:2]1[C:3](F)=[N:4][CH:5]=[C:6]([Cl:8])[CH:7]=1.[O:10]1[C:14]2[CH:15]=[C:16]([CH2:19][NH:20][S:21]([C:24]3[CH:33]=[CH:32][C:27]([C:28]([O:30][CH3:31])=[O:29])=[CH:26][CH:25]=3)(=[O:23])=[O:22])[CH:17]=[CH:18][C:13]=2[CH:12]=[CH:11]1, predict the reaction product. The product is: [O:10]1[C:14]2[CH:15]=[C:16]([CH2:19][N:20]([C:3]3[C:2]([Cl:1])=[CH:7][C:6]([Cl:8])=[CH:5][N:4]=3)[S:21]([C:24]3[CH:33]=[CH:32][C:27]([C:28]([O:30][CH3:31])=[O:29])=[CH:26][CH:25]=3)(=[O:23])=[O:22])[CH:17]=[CH:18][C:13]=2[CH:12]=[CH:11]1. (2) Given the reactants [I:1][C:2]1[CH:9]=[CH:8][C:5]([C:6]#[N:7])=[CH:4][CH:3]=1.[N-:10]=[N+:11]=[N-:12].[Na+].[Cl-].[NH4+], predict the reaction product. The product is: [I:1][C:2]1[CH:9]=[CH:8][C:5]([C:6]2[NH:12][N:11]=[N:10][N:7]=2)=[CH:4][CH:3]=1. (3) Given the reactants N([O-])=O.[Na+].Cl.N[C:7]1[C:8]([Cl:18])=[C:9]([C:13]([Cl:17])=[CH:14][C:15]=1[Br:16])[C:10]([OH:12])=[O:11].[PH2](O)=O, predict the reaction product. The product is: [Br:16][C:15]1[CH:7]=[C:8]([Cl:18])[C:9]([C:10]([OH:12])=[O:11])=[C:13]([Cl:17])[CH:14]=1. (4) Given the reactants [CH3:1][C:2]([C:5]1[NH:9][N:8]=[C:7]([C:10]([O:12][CH2:13][CH3:14])=[O:11])[N:6]=1)([CH3:4])[CH3:3].I[CH2:16][CH3:17].C(=O)([O-])[O-].[K+].[K+], predict the reaction product. The product is: [CH3:4][C:2]([C:5]1[N:6]=[C:7]([C:10]([O:12][CH2:13][CH3:14])=[O:11])[N:8]([CH2:16][CH3:17])[N:9]=1)([CH3:1])[CH3:3]. (5) Given the reactants [CH2:1]([O:3][C:4](=[O:29])[CH2:5][C:6](=[O:28])/[CH:7]=[CH:8]/[C:9]1[N:10]([CH:25]([CH3:27])[CH3:26])[C:11]2[C:16]([C:17]=1[C:18]1[CH:23]=[CH:22][C:21]([F:24])=[CH:20][CH:19]=1)=[CH:15][CH:14]=[CH:13][CH:12]=2)[CH3:2].C(O)=O.CCN(CC)CC.C([O-])(O)=O.[Na+], predict the reaction product. The product is: [CH2:1]([O:3][C:4](=[O:29])[CH2:5][C@H:6]([OH:28])/[CH:7]=[CH:8]/[C:9]1[N:10]([CH:25]([CH3:26])[CH3:27])[C:11]2[C:16]([C:17]=1[C:18]1[CH:23]=[CH:22][C:21]([F:24])=[CH:20][CH:19]=1)=[CH:15][CH:14]=[CH:13][CH:12]=2)[CH3:2]. (6) Given the reactants [C:1]([Si:5]([CH3:35])([CH3:34])[O:6][CH:7]([C:30]([CH3:33])([CH3:32])[CH3:31])[CH2:8][CH2:9][C:10]1[CH:15]=[CH:14][C:13]([C:16]([C:21]2[CH:26]=[CH:25][C:24]([OH:27])=[C:23]([CH3:28])[CH:22]=2)([CH2:19][CH3:20])[CH2:17][CH3:18])=[CH:12][C:11]=1[CH3:29])([CH3:4])([CH3:3])[CH3:2].C1C=CC(P(C2C=CC=CC=2)C2C=CC=CC=2)=CC=1.O[CH2:56][C@@H:57]1[O:62][C:61](=[O:63])[CH2:60][CH2:59][CH2:58]1.CCOC(/N=N/C(OCC)=O)=O, predict the reaction product. The product is: [C:1]([Si:5]([CH3:35])([CH3:34])[O:6][CH:7]([C:30]([CH3:33])([CH3:32])[CH3:31])[CH2:8][CH2:9][C:10]1[CH:15]=[CH:14][C:13]([C:16]([C:21]2[CH:26]=[CH:25][C:24]([O:27][CH2:56][C@@H:57]3[O:62][C:61](=[O:63])[CH2:60][CH2:59][CH2:58]3)=[C:23]([CH3:28])[CH:22]=2)([CH2:17][CH3:18])[CH2:19][CH3:20])=[CH:12][C:11]=1[CH3:29])([CH3:3])([CH3:2])[CH3:4]. (7) Given the reactants Br[C:2]1[CH:3]=[C:4]2[C:9](=[CH:10][CH:11]=1)[C:8]([Cl:12])=[C:7]([O:13][CH2:14][C:15]([O:17][CH2:18][CH3:19])=[O:16])[CH:6]=[CH:5]2.[O:20]1[C:24]2[CH:25]=[CH:26][CH:27]=[CH:28][C:23]=2[CH:22]=[C:21]1B(O)O.ClCCl.C(=O)([O-])[O-].[K+].[K+], predict the reaction product. The product is: [O:20]1[C:24]2[CH:25]=[CH:26][CH:27]=[CH:28][C:23]=2[CH:22]=[C:21]1[C:2]1[CH:3]=[C:4]2[C:9](=[CH:10][CH:11]=1)[C:8]([Cl:12])=[C:7]([O:13][CH2:14][C:15]([O:17][CH2:18][CH3:19])=[O:16])[CH:6]=[CH:5]2.